Predict which catalyst facilitates the given reaction. From a dataset of Catalyst prediction with 721,799 reactions and 888 catalyst types from USPTO. Reactant: [Cl-].[Al+3].[Cl-].[Cl-].[Cl:5][CH2:6][C:7](Cl)=[O:8].[CH3:10][N:11]1[C:15]([CH3:16])=[CH:14][CH:13]=[C:12]1[CH3:17].[Cl-]. Product: [Cl:5][CH2:6][C:7]([C:13]1[CH:14]=[C:15]([CH3:16])[N:11]([CH3:10])[C:12]=1[CH3:17])=[O:8]. The catalyst class is: 2.